The task is: Binary Classification. Given a drug SMILES string, predict its activity (active/inactive) in a high-throughput screening assay against a specified biological target.. This data is from Serine/threonine kinase 33 screen with 319,792 compounds. (1) The drug is Brc1ccc(CNCCc2ccc(F)cc2)cc1. The result is 0 (inactive). (2) The compound is S(=O)(=O)(N1CCOCC1)c1cc2N(CC(=O)Nc3cc(N(C)C)c(cc3)C)C(=O)COc2cc1. The result is 0 (inactive). (3) The drug is s1c(C(=O)n2c3c(nc2N)cccc3)ccc1. The result is 0 (inactive). (4) The compound is O1CCN(CC1)c1c(OCC)cc(NC(=O)CN2CC(CCC2)C)c(OCC)c1. The result is 0 (inactive). (5) The compound is Clc1ccc(c2oc(SCc3onc(n3)c3ccccc3)nn2)cc1. The result is 0 (inactive).